This data is from Forward reaction prediction with 1.9M reactions from USPTO patents (1976-2016). The task is: Predict the product of the given reaction. (1) Given the reactants Cl[C:2]1[C:7]([CH2:8][NH:9][C:10]2[C:15]([F:16])=[C:14]([O:17][CH3:18])[CH:13]=[C:12]([O:19][CH3:20])[C:11]=2[F:21])=[CH:6][N:5]=[C:4]2[NH:22][CH:23]=[CH:24][C:3]=12.[CH2:25]([O:32][C@@H:33]1[CH2:37][CH2:36][CH2:35][C@H:34]1[NH2:38])[C:26]1[CH:31]=[CH:30][CH:29]=[CH:28][CH:27]=1.C1C=CC(P(C2C=CC3C(=CC=CC=3)C=2C2C3C(=CC=CC=3)C=CC=2P(C2C=CC=CC=2)C2C=CC=CC=2)C2C=CC=CC=2)=CC=1.C(=O)([O-])[O-].[Cs+].[Cs+].O1CCOCC1, predict the reaction product. The product is: [CH2:25]([O:32][C@@H:33]1[CH2:37][CH2:36][CH2:35][C@H:34]1[NH:38][C:2]1[C:3]2[CH:24]=[CH:23][NH:22][C:4]=2[N:5]=[CH:6][C:7]=1[CH2:8][NH:9][C:10]1[C:15]([F:16])=[C:14]([O:17][CH3:18])[CH:13]=[C:12]([O:19][CH3:20])[C:11]=1[F:21])[C:26]1[CH:31]=[CH:30][CH:29]=[CH:28][CH:27]=1. (2) Given the reactants [Br:1][C:2]1[CH:3]=[C:4]([CH:8]=[C:9]([F:11])[CH:10]=1)[C:5](O)=[O:6].Cl.[CH3:13][NH:14][O:15][CH3:16].CCN(CC)CC, predict the reaction product. The product is: [Br:1][C:2]1[CH:3]=[C:4]([CH:8]=[C:9]([F:11])[CH:10]=1)[C:5]([N:14]([O:15][CH3:16])[CH3:13])=[O:6]. (3) Given the reactants [N+:1]([C:4]1[CH:9]=[CH:8][C:7]([NH:10][C@H:11]2[CH2:16][CH2:15][C@H:14]([C:17](O)=[O:18])[CH2:13][CH2:12]2)=[CH:6][C:5]=1[C:20]([F:23])([F:22])[F:21])([O-:3])=[O:2].F[P-](F)(F)(F)(F)F.[N:31]1(OC(N(C)C)=[N+](C)C)[C:35]2C=CC=CC=2N=N1.C(N(C(C)C)CC)(C)C.CN, predict the reaction product. The product is: [CH3:35][NH:31][C:17]([C@H:14]1[CH2:15][CH2:16][C@H:11]([NH:10][C:7]2[CH:8]=[CH:9][C:4]([N+:1]([O-:3])=[O:2])=[C:5]([C:20]([F:23])([F:21])[F:22])[CH:6]=2)[CH2:12][CH2:13]1)=[O:18]. (4) The product is: [CH2:25]([O:24][CH:7]([CH2:8][O:9][CH2:10][CH2:11][CH2:12][CH2:13][CH2:14][CH2:15][CH2:16][CH2:17][CH2:18][CH2:19][CH2:20][CH2:21][CH2:22][CH3:23])[CH2:6][N:43]1[C:42](=[O:44])[C:41]2=[CH:45][CH:46]=[CH:47][CH:48]=[C:40]2[C:39]1=[O:49])[CH2:26][CH2:27][CH2:28][CH2:29][CH2:30][CH2:31][CH2:32][CH2:33][CH2:34][CH2:35][CH2:36][CH2:37][CH3:38]. Given the reactants CS(O[CH2:6][CH:7]([O:24][CH2:25][CH2:26][CH2:27][CH2:28][CH2:29][CH2:30][CH2:31][CH2:32][CH2:33][CH2:34][CH2:35][CH2:36][CH2:37][CH3:38])[CH2:8][O:9][CH2:10][CH2:11][CH2:12][CH2:13][CH2:14][CH2:15][CH2:16][CH2:17][CH2:18][CH2:19][CH2:20][CH2:21][CH2:22][CH3:23])(=O)=O.[C:39]1(=[O:49])[NH:43][C:42](=[O:44])[C:41]2=[CH:45][CH:46]=[CH:47][CH:48]=[C:40]12.[K], predict the reaction product. (5) Given the reactants [C:1]([OH:6])(=[O:5])[CH:2]([CH3:4])[OH:3].[CH2:7](O)[CH2:8][CH2:9][CH2:10][CH2:11][CH2:12][CH2:13][CH2:14][CH2:15][CH2:16][CH3:17].CS(O)(=O)=O, predict the reaction product. The product is: [OH:3][CH:2]([CH3:4])[C:1]([O:6][CH2:17][CH2:16][CH2:15][CH2:14][CH2:13][CH2:12][CH2:11][CH2:10][CH2:9][CH2:8][CH3:7])=[O:5]. (6) Given the reactants Br[CH2:2][C:3]1[CH:12]=[CH:11][C:6]([C:7]([O:9]C)=[O:8])=[CH:5][CH:4]=1.[OH:13][C:14]1[CH:23]=[CH:22][CH:21]=[C:20]2[C:15]=1[CH:16]=[CH:17][N:18]=[CH:19]2, predict the reaction product. The product is: [CH:19]1[C:20]2[C:15](=[C:14]([O:13][CH2:2][C:3]3[CH:12]=[CH:11][C:6]([C:7]([OH:9])=[O:8])=[CH:5][CH:4]=3)[CH:23]=[CH:22][CH:21]=2)[CH:16]=[CH:17][N:18]=1. (7) Given the reactants [C:1]([C:3]1[CH:20]=[CH:19][C:6]([CH2:7][NH:8][C:9](=[O:18])[C:10]2[CH:15]=[CH:14][C:13]([F:16])=[C:12]([CH3:17])[CH:11]=2)=[C:5]([OH:21])[CH:4]=1)#[N:2].I[CH2:23][C:24]([NH2:26])=[O:25], predict the reaction product. The product is: [C:24]([CH2:23][O:21][C:5]1[CH:4]=[C:3]([C:1]#[N:2])[CH:20]=[CH:19][C:6]=1[CH2:7][NH:8][C:9](=[O:18])[C:10]1[CH:15]=[CH:14][C:13]([F:16])=[C:12]([CH3:17])[CH:11]=1)(=[O:25])[NH2:26].